Dataset: Full USPTO retrosynthesis dataset with 1.9M reactions from patents (1976-2016). Task: Predict the reactants needed to synthesize the given product. Given the product [N+:8]([C:5]1[CH:6]=[CH:7][C:2]([N:11]2[CH2:18][CH2:17][CH2:16][CH:12]2[C:13]([OH:15])=[O:14])=[CH:3][CH:4]=1)([O-:10])=[O:9], predict the reactants needed to synthesize it. The reactants are: Cl[C:2]1[CH:7]=[CH:6][C:5]([N+:8]([O-:10])=[O:9])=[CH:4][CH:3]=1.[NH:11]1[CH2:18][CH2:17][CH2:16][C@H:12]1[C:13]([OH:15])=[O:14].C(N(CC)CC)C.